Predict which catalyst facilitates the given reaction. From a dataset of Catalyst prediction with 721,799 reactions and 888 catalyst types from USPTO. Reactant: [CH3:1][N:2]1[CH2:8][CH:7]2[CH2:9][CH:4]([N:5]([C:20]([O:22][C:23]([CH3:26])([CH3:25])[CH3:24])=[O:21])[N:6]2C(OCC2C=CC=CC=2)=O)[CH2:3]1. Product: [CH3:1][N:2]1[CH2:3][CH:4]2[CH2:9][CH:7]([NH:6][N:5]2[C:20]([O:22][C:23]([CH3:26])([CH3:25])[CH3:24])=[O:21])[CH2:8]1. The catalyst class is: 105.